This data is from Full USPTO retrosynthesis dataset with 1.9M reactions from patents (1976-2016). The task is: Predict the reactants needed to synthesize the given product. The reactants are: [BH4-].[Na+].[CH2:3]([N:6]=[C:7]([CH3:12])[CH2:8][CH2:9][CH:10]=[CH2:11])[CH:4]=[CH2:5]. Given the product [CH2:3]([NH:6][CH:7]([CH3:12])[CH2:8][CH2:9][CH:10]=[CH2:11])[CH:4]=[CH2:5], predict the reactants needed to synthesize it.